Dataset: Forward reaction prediction with 1.9M reactions from USPTO patents (1976-2016). Task: Predict the product of the given reaction. (1) Given the reactants Cl[C:2]1[CH:18]=[CH:17][C:16]([N+:19]([O-:21])=[O:20])=[CH:15][C:3]=1[C:4]([C:6]1[CH:11]=[CH:10][C:9]([CH:12]([CH3:14])[CH3:13])=[CH:8][CH:7]=1)=[O:5], predict the reaction product. The product is: [CH:16]([NH:19][C:2]1[CH:18]=[CH:17][C:16]([N+:19]([O-:21])=[O:20])=[CH:15][C:3]=1[C:4]([C:6]1[CH:11]=[CH:10][C:9]([CH:12]([CH3:14])[CH3:13])=[CH:8][CH:7]=1)=[O:5])([CH3:17])[CH3:15]. (2) Given the reactants [CH2:1]([C:3]1[CH:26]=[CH:25][CH:24]=[C:23]([CH3:27])[C:4]=1[CH2:5][NH:6][C:7]1[C:8]2[N:9]([N:19]=[C:20]([CH3:22])[N:21]=2)[CH:10]=[C:11]([CH2:13][O:14][CH2:15][CH2:16][O:17][CH3:18])[CH:12]=1)[CH3:2].[ClH:28], predict the reaction product. The product is: [ClH:28].[CH2:1]([C:3]1[CH:26]=[CH:25][CH:24]=[C:23]([CH3:27])[C:4]=1[CH2:5][NH:6][C:7]1[C:8]2[N:9]([N:19]=[C:20]([CH3:22])[N:21]=2)[CH:10]=[C:11]([CH2:13][O:14][CH2:15][CH2:16][O:17][CH3:18])[CH:12]=1)[CH3:2]. (3) Given the reactants [F:1][C:2]1[CH:7]=[CH:6][C:5]([C:8]2[O:9][C:10]3[CH:20]=[C:19]([O:21][CH2:22][C:23]([F:26])([F:25])[F:24])[C:18]([C:27]4[CH:28]=[CH:29][C:30]([O:36][CH3:37])=[C:31]([CH:35]=4)[C:32]([OH:34])=O)=[CH:17][C:11]=3[C:12]=2[C:13](=[O:16])[NH:14][CH3:15])=[CH:4][CH:3]=1.Cl.[C:39]12([NH2:44])[CH2:43][CH:41]([CH2:42]1)[CH2:40]2.CCN(C(C)C)C(C)C.CN(C(ON1N=NC2C=CC=NC1=2)=[N+](C)C)C.F[P-](F)(F)(F)(F)F, predict the reaction product. The product is: [C:39]12([NH:44][C:32]([C:31]3[CH:35]=[C:27]([C:18]4[C:19]([O:21][CH2:22][C:23]([F:25])([F:26])[F:24])=[CH:20][C:10]5[O:9][C:8]([C:5]6[CH:6]=[CH:7][C:2]([F:1])=[CH:3][CH:4]=6)=[C:12]([C:13]([NH:14][CH3:15])=[O:16])[C:11]=5[CH:17]=4)[CH:28]=[CH:29][C:30]=3[O:36][CH3:37])=[O:34])[CH2:43][CH:41]([CH2:42]1)[CH2:40]2. (4) Given the reactants [CH3:1][S:2]([OH:5])(=[O:4])=[O:3].[CH:6]1([NH:9][C:10](=[O:35])[C:11]2[CH:16]=[CH:15][C:14]([CH3:17])=[C:13]([N:18]3[C:27](=[O:28])[C:26]4[C:21](=[CH:22][CH:23]=[C:24]([S:29][CH2:30][CH2:31][N:32]([CH3:34])[CH3:33])[CH:25]=4)[N:20]=[CH:19]3)[CH:12]=2)[CH2:8][CH2:7]1, predict the reaction product. The product is: [CH3:1][S:2]([OH:5])(=[O:4])=[O:3].[CH3:1][S:2]([OH:5])(=[O:4])=[O:3].[CH:6]1([NH:9][C:10](=[O:35])[C:11]2[CH:16]=[CH:15][C:14]([CH3:17])=[C:13]([N:18]3[C:27](=[O:28])[C:26]4[C:21](=[CH:22][CH:23]=[C:24]([S:29][CH2:30][CH2:31][N:32]([CH3:34])[CH3:33])[CH:25]=4)[N:20]=[CH:19]3)[CH:12]=2)[CH2:8][CH2:7]1. (5) The product is: [C:1]([O:5][C:6]([N:8]1[CH2:12][CH2:11][CH:10]([C:13](=[O:15])[CH2:32][C:31]([O:30][CH2:28][CH3:29])=[O:36])[CH2:9]1)=[O:7])([CH3:2])([CH3:3])[CH3:4]. Given the reactants [C:1]([O:5][C:6]([N:8]1[CH2:12][CH2:11][CH:10]([C:13]([OH:15])=O)[CH2:9]1)=[O:7])([CH3:4])([CH3:3])[CH3:2].C(N1C=CN=C1)(N1C=CN=C1)=O.[CH2:28]([O:30][C:31](=[O:36])[CH2:32]C([O-])=O)[CH3:29].[K+].[Cl-].[Mg+2].[Cl-], predict the reaction product. (6) The product is: [NH:1]([C:8]1[N:13]=[C:12]([C:14]([O:16][CH2:17][CH2:18][CH2:19][CH3:20])=[O:15])[CH:11]=[C:10]([Cl:24])[N:9]=1)[C:2]1[CH:7]=[CH:6][CH:5]=[CH:4][CH:3]=1. Given the reactants [NH:1]([C:8]1[NH:9][C:10](=O)[CH:11]=[C:12]([C:14]([O:16][CH2:17][CH2:18][CH2:19][CH3:20])=[O:15])[N:13]=1)[C:2]1[CH:7]=[CH:6][CH:5]=[CH:4][CH:3]=1.S(Cl)([Cl:24])=O, predict the reaction product.